Dataset: Forward reaction prediction with 1.9M reactions from USPTO patents (1976-2016). Task: Predict the product of the given reaction. Given the reactants [CH:1]1([C:7]2[N:12]([C:13]3[CH:18]=[CH:17][CH:16]=[C:15]([Cl:19])[C:14]=3[Cl:20])[C:11](=[O:21])[CH:10]=[C:9]([OH:22])[N:8]=2)[CH2:6][CH2:5][CH2:4][CH2:3][CH2:2]1.[Cl-].C[Al+]C.CCCCCC.ClC1C(Cl)=CC=C[C:35]=1[NH2:36].C1(C#N)CCCCC1.C(OCC)(=O)[CH2:51][C:52]([O:54]CC)=[O:53].C[O-:62].[Na+], predict the reaction product. The product is: [CH:1]1([C:7]2[N:12]([C:13]3[CH:18]=[CH:17][CH:16]=[C:15]([Cl:19])[C:14]=3[Cl:20])[C:11](=[O:21])[C:10]([C:35]([NH:36][CH2:51][C:52]([OH:54])=[O:53])=[O:62])=[C:9]([OH:22])[N:8]=2)[CH2:2][CH2:3][CH2:4][CH2:5][CH2:6]1.